From a dataset of Forward reaction prediction with 1.9M reactions from USPTO patents (1976-2016). Predict the product of the given reaction. (1) Given the reactants [CH3:1][C:2]1[C:10]2[CH2:9][O:8][C:7](=[O:11])[C:6]=2[CH:5]=[CH:4][C:3]=1[CH2:12][CH2:13][N:14]1[CH2:19][CH2:18][CH:17]([NH:20]C(=O)OC(C)(C)C)[CH2:16][CH2:15]1.[ClH:28], predict the reaction product. The product is: [Cl-:28].[CH3:1][C:2]1[C:10]2[CH2:9][O:8][C:7](=[O:11])[C:6]=2[CH:5]=[CH:4][C:3]=1[CH2:12][CH2:13][N:14]1[CH2:15][CH2:16][CH:17]([NH3+:20])[CH2:18][CH2:19]1. (2) The product is: [OH:12][C:13]1[CH:20]=[CH:19][C:16](/[CH:17]=[C:8]2\[O:9][C:5]3[CH:4]=[CH:3][C:2]([I:1])=[CH:11][C:6]=3[C:7]\2=[O:10])=[CH:15][CH:14]=1. Given the reactants [I:1][C:2]1[CH:3]=[CH:4][C:5]2[O:9][CH2:8][C:7](=[O:10])[C:6]=2[CH:11]=1.[OH:12][C:13]1[CH:20]=[CH:19][C:16]([CH:17]=O)=[CH:15][CH:14]=1.[Al], predict the reaction product. (3) Given the reactants [NH2:1][C:2]1[S:3][C:4]2[N:5]=[C:6]([N:11]([CH3:32])[C:12]3[CH:13]=[C:14]([NH:18][C:19](=[O:31])[C:20]4[CH:25]=[CH:24][CH:23]=[C:22]([C:26]([C:29]#[N:30])([CH3:28])[CH3:27])[CH:21]=4)[CH:15]=[CH:16][CH:17]=3)[N:7]=[CH:8][C:9]=2[N:10]=1.Cl[CH2:34][C:35](Cl)=[O:36].C(=O)([O-])O.[Na+].C(N(CC)CC)C.Cl.[F:51][C:52]1([F:58])[CH2:57][CH2:56][NH:55][CH2:54][CH2:53]1, predict the reaction product. The product is: [C:29]([C:26]([C:22]1[CH:21]=[C:20]([CH:25]=[CH:24][CH:23]=1)[C:19]([NH:18][C:14]1[CH:15]=[CH:16][CH:17]=[C:12]([N:11]([C:6]2[N:7]=[CH:8][C:9]3[N:10]=[C:2]([NH:1][C:35](=[O:36])[CH2:34][N:55]4[CH2:56][CH2:57][C:52]([F:58])([F:51])[CH2:53][CH2:54]4)[S:3][C:4]=3[N:5]=2)[CH3:32])[CH:13]=1)=[O:31])([CH3:27])[CH3:28])#[N:30]. (4) The product is: [Cl:25][C:26]1[CH:31]=[C:30]([Cl:32])[CH:29]=[CH:28][C:27]=1[C:2]1[CH:3]=[C:4]2[C@@H:13]3[CH2:14][N:15]([C:18]([O:20][C:21]([CH3:22])([CH3:23])[CH3:24])=[O:19])[CH2:16][CH2:17][C@@H:12]3[N:6]3[CH2:7][CH2:8][NH:9][C:10]([CH:11]=1)=[C:5]23. Given the reactants Br[C:2]1[CH:3]=[C:4]2[C@@H:13]3[CH2:14][N:15]([C:18]([O:20][C:21]([CH3:24])([CH3:23])[CH3:22])=[O:19])[CH2:16][CH2:17][C@@H:12]3[N:6]3[CH2:7][CH2:8][NH:9][C:10]([CH:11]=1)=[C:5]23.[Cl:25][C:26]1[CH:31]=[C:30]([Cl:32])[CH:29]=[CH:28][C:27]=1B(O)O, predict the reaction product. (5) Given the reactants [F:1][C:2]1[CH:3]=[N:4][C:5]([NH:11][C:12]2[CH:17]=[CH:16][CH:15]=[C:14]([I:18])[CH:13]=2)=[C:6]([CH:10]=1)[C:7]([OH:9])=O.[NH2:19][C@@H:20]1[CH2:25][CH2:24][C@H:23]([NH:26][C:27]([C:29]2[N:30]=[C:31]3[CH:36]=[CH:35][C:34]([F:37])=[CH:33][N:32]3[CH:38]=2)=[O:28])[CH2:22][CH2:21]1.C(N(CC)CC)C, predict the reaction product. The product is: [F:37][C:34]1[CH:35]=[CH:36][C:31]2[N:32]([CH:38]=[C:29]([C:27]([NH:26][C@H:23]3[CH2:24][CH2:25][C@@H:20]([NH:19][C:7]([C:6]4[C:5]([NH:11][C:12]5[CH:17]=[CH:16][CH:15]=[C:14]([I:18])[CH:13]=5)=[N:4][CH:3]=[C:2]([F:1])[CH:10]=4)=[O:9])[CH2:21][CH2:22]3)=[O:28])[N:30]=2)[CH:33]=1.